This data is from Peptide-MHC class II binding affinity with 134,281 pairs from IEDB. The task is: Regression. Given a peptide amino acid sequence and an MHC pseudo amino acid sequence, predict their binding affinity value. This is MHC class II binding data. The peptide sequence is EKKYFAATQFEGLAA. The MHC is HLA-DQA10101-DQB10501 with pseudo-sequence HLA-DQA10101-DQB10501. The binding affinity (normalized) is 0.291.